This data is from Catalyst prediction with 721,799 reactions and 888 catalyst types from USPTO. The task is: Predict which catalyst facilitates the given reaction. (1) Reactant: [NH:1]=[C:2]([C:4]1[CH:9]=[CH:8][CH:7]=[CH:6][C:5]=1[OH:10])[CH3:3].C(=O)([O-])[O-].[K+].[K+].ClN1C(=O)CCC1=O. Product: [CH3:3][C:2]1[C:4]2[CH:9]=[CH:8][CH:7]=[CH:6][C:5]=2[O:10][N:1]=1. The catalyst class is: 7. (2) Product: [Br:22][CH2:14][C:1]1[CH:2]=[C:3]([CH:4]=[CH:5][CH:6]=1)[O:7][C@@H:8]([CH3:13])[C:9]([O:11][CH3:12])=[O:10]. Reactant: [C:1]1([CH3:14])[CH:6]=[CH:5][CH:4]=[C:3]([O:7][C@@H:8]([CH3:13])[C:9]([O:11][CH3:12])=[O:10])[CH:2]=1.C1C(=O)N([Br:22])C(=O)C1.CC(N=NC(C#N)(C)C)(C#N)C.C(Cl)(Cl)(Cl)Cl. The catalyst class is: 25.